Task: Predict the reactants needed to synthesize the given product.. Dataset: Full USPTO retrosynthesis dataset with 1.9M reactions from patents (1976-2016) Given the product [CH:1]1([C:5]2[CH:6]=[CH:7][C:8]([C:13]3[CH:22]=[N:21][C:20]4[NH:19][CH2:18][CH2:17][O:16][C:15]=4[CH:14]=3)=[C:9]([F:12])[C:10]=2[O:11][CH2:24][C:25]2[CH:30]=[CH:29][CH:28]=[C:27]([S:31]([CH3:34])(=[O:33])=[O:32])[CH:26]=2)[CH2:2][CH2:3][CH2:4]1, predict the reactants needed to synthesize it. The reactants are: [CH:1]1([C:5]2[C:10]([OH:11])=[C:9]([F:12])[C:8]([C:13]3[CH:22]=[N:21][C:20]4[NH:19][CH2:18][CH2:17][O:16][C:15]=4[CH:14]=3)=[CH:7][CH:6]=2)[CH2:4][CH2:3][CH2:2]1.Br[CH2:24][C:25]1[CH:30]=[CH:29][CH:28]=[C:27]([S:31]([CH3:34])(=[O:33])=[O:32])[CH:26]=1.